Dataset: HIV replication inhibition screening data with 41,000+ compounds from the AIDS Antiviral Screen. Task: Binary Classification. Given a drug SMILES string, predict its activity (active/inactive) in a high-throughput screening assay against a specified biological target. The drug is CC1Cn2c(Cc3ccccc3)nnc2S1. The result is 0 (inactive).